The task is: Predict which catalyst facilitates the given reaction.. This data is from Catalyst prediction with 721,799 reactions and 888 catalyst types from USPTO. (1) Reactant: [NH2:1][C:2]1[CH:3]=[C:4]([C:8]2[CH:17]=[CH:16][C:15]3[N:14]=[CH:13][C:12]4[N:18]([CH3:29])[C:19](=[O:28])[N:20]([C:21]5[C:22]([CH3:27])=[N:23][N:24]([CH3:26])[CH:25]=5)[C:11]=4[C:10]=3[CH:9]=2)[CH:5]=[N:6][CH:7]=1.[CH:30](=O)[CH3:31].C(O)(=O)C.C(O[BH-](OC(=O)C)OC(=O)C)(=O)C.[Na+]. Product: [CH3:26][N:24]1[CH:25]=[C:21]([N:20]2[C:11]3[C:10]4[CH:9]=[C:8]([C:4]5[CH:5]=[N:6][CH:7]=[C:2]([NH:1][CH2:30][CH3:31])[CH:3]=5)[CH:17]=[CH:16][C:15]=4[N:14]=[CH:13][C:12]=3[N:18]([CH3:29])[C:19]2=[O:28])[C:22]([CH3:27])=[N:23]1. The catalyst class is: 2. (2) Reactant: CN1CCOCC1.C1C=CC2N(O)N=NC=2C=1.[NH2:18][C@H:19]([C:24]([NH:26][C@H:27]([C:32]([O:34][CH3:35])=[O:33])[CH2:28][CH:29]([CH3:31])[CH3:30])=[O:25])[CH2:20][CH:21]([CH3:23])[CH3:22].Cl.[NH:37]([C:57]([O:59][CH2:60][C:61]1[CH:66]=[CH:65][CH:64]=[CH:63][CH:62]=1)=[O:58])[C@H:38]([C:54](O)=[O:55])[CH2:39][CH2:40][CH2:41][CH2:42][NH:43][C:44]([O:46][CH2:47][C:48]1[CH:53]=[CH:52][CH:51]=[CH:50][CH:49]=1)=[O:45].C1CCC(N=C=NC2CCCCC2)CC1. Product: [NH:37]([C:57]([O:59][CH2:60][C:61]1[CH:62]=[CH:63][CH:64]=[CH:65][CH:66]=1)=[O:58])[C@H:38]([C:54]([NH:18][C@H:19]([C:24]([NH:26][C@H:27]([C:32]([O:34][CH3:35])=[O:33])[CH2:28][CH:29]([CH3:30])[CH3:31])=[O:25])[CH2:20][CH:21]([CH3:22])[CH3:23])=[O:55])[CH2:39][CH2:40][CH2:41][CH2:42][NH:43][C:44]([O:46][CH2:47][C:48]1[CH:49]=[CH:50][CH:51]=[CH:52][CH:53]=1)=[O:45]. The catalyst class is: 399. (3) Reactant: [OH:1][N:2]1[C:6](=[O:7])[CH2:5][CH2:4][C:3]1=[O:8].[O:9]=[C:10]1[CH2:13][CH:12]([C:14](O)=[O:15])[CH2:11]1.C1CCC(N=C=NC2CCCCC2)CC1. Product: [O:9]=[C:10]1[CH2:13][CH:12]([C:14]([O:1][N:2]2[C:6](=[O:7])[CH2:5][CH2:4][C:3]2=[O:8])=[O:15])[CH2:11]1. The catalyst class is: 25. (4) Reactant: Cl.[Cl:2][C:3]1[CH:4]=[CH:5][C:6]2[CH2:12][CH2:11][NH:10][CH2:9][C@H:8]([CH3:13])[C:7]=2[CH:14]=1.[CH3:15][O:16][CH2:17][CH2:18][C:19](Cl)=[O:20].N1C=CC=CC=1. Product: [Cl:2][C:3]1[CH:4]=[CH:5][C:6]2[CH2:12][CH2:11][N:10]([C:19](=[O:20])[CH2:18][CH2:17][O:16][CH3:15])[CH2:9][C@H:8]([CH3:13])[C:7]=2[CH:14]=1. The catalyst class is: 91.